This data is from Forward reaction prediction with 1.9M reactions from USPTO patents (1976-2016). The task is: Predict the product of the given reaction. (1) Given the reactants C(N(C(C)C)C(C)C)C.[Br:10][C:11]1[C:19]2[C:14](=[N:15][CH:16]=[N:17][C:18]=2Cl)[NH:13][N:12]=1.[NH:21]1[C:29]2[C:24](=[CH:25][CH:26]=[CH:27][CH:28]=2)[CH:23]=[C:22]1[CH2:30][NH:31][C:32]([C:34]1([CH2:40][NH2:41])[CH2:39][CH2:38][NH:37][CH2:36][CH2:35]1)=[O:33], predict the reaction product. The product is: [NH:21]1[C:29]2[C:24](=[CH:25][CH:26]=[CH:27][CH:28]=2)[CH:23]=[C:22]1[CH2:30][NH:31][C:32]([C:34]1([CH2:40][NH2:41])[CH2:35][CH2:36][N:37]([C:18]2[N:17]=[CH:16][N:15]=[C:14]3[NH:13][N:12]=[C:11]([Br:10])[C:19]=23)[CH2:38][CH2:39]1)=[O:33]. (2) Given the reactants [Cl:1][C:2]1[CH:7]=[CH:6][C:5](I)=[CH:4][C:3]=1[Cl:9].C(=O)([O-])[O-].[Cs+].[Cs+].[CH2:16]([O:18][C:19](=[O:22])[C:20]#[CH:21])[CH3:17], predict the reaction product. The product is: [CH2:16]([O:18][C:19](=[O:22])[C:20]#[C:21][C:5]1[CH:6]=[CH:7][C:2]([Cl:1])=[C:3]([Cl:9])[CH:4]=1)[CH3:17].